From a dataset of Peptide-MHC class II binding affinity with 134,281 pairs from IEDB. Regression. Given a peptide amino acid sequence and an MHC pseudo amino acid sequence, predict their binding affinity value. This is MHC class II binding data. (1) The peptide sequence is YAKMRSAHTNDVKQL. The MHC is DRB1_1101 with pseudo-sequence DRB1_1101. The binding affinity (normalized) is 0.309. (2) The peptide sequence is PGESRHTSDHMSIYK. The MHC is HLA-DPA10301-DPB10402 with pseudo-sequence HLA-DPA10301-DPB10402. The binding affinity (normalized) is 0.0854. (3) The peptide sequence is PQLTKNAGVLTCSLS. The MHC is DRB1_1501 with pseudo-sequence DRB1_1501. The binding affinity (normalized) is 0.314. (4) The peptide sequence is TILKALGPAATLEEMMTA. The MHC is DRB1_0301 with pseudo-sequence DRB1_0301. The binding affinity (normalized) is 0.139. (5) The peptide sequence is EQKLIEKINAGFKAALAAAA. The MHC is DRB1_0301 with pseudo-sequence DRB1_0301. The binding affinity (normalized) is 0.404. (6) The peptide sequence is RLAVMGDVAWDFSSA. The MHC is DRB5_0101 with pseudo-sequence DRB5_0101. The binding affinity (normalized) is 0.214. (7) The peptide sequence is YRKILRQRKIDRLID. The MHC is DRB1_0901 with pseudo-sequence DRB1_0901. The binding affinity (normalized) is 0.314. (8) The peptide sequence is FFIQSFTMSTALKRL. The MHC is DRB3_0101 with pseudo-sequence DRB3_0101. The binding affinity (normalized) is 0.397. (9) The peptide sequence is YDKSLANVSTVLTGK. The MHC is DRB1_1602 with pseudo-sequence DRB1_1602. The binding affinity (normalized) is 0.630.